From a dataset of HIV replication inhibition screening data with 41,000+ compounds from the AIDS Antiviral Screen. Binary Classification. Given a drug SMILES string, predict its activity (active/inactive) in a high-throughput screening assay against a specified biological target. (1) The molecule is CN(N=O)C(=N)NC(=O)c1ccccc1. The result is 0 (inactive). (2) The molecule is Nc1ccccc1-c1cc[nH]n1. The result is 0 (inactive).